This data is from Forward reaction prediction with 1.9M reactions from USPTO patents (1976-2016). The task is: Predict the product of the given reaction. (1) Given the reactants [CH:1]1([C:5]2[CH:10]=[C:9]([O:11]CC3C=CC=CC=3)[CH:8]=[CH:7][C:6]=2[C:19]2[CH:24]=[CH:23][CH:22]=[C:21]([N:25]3C(C)=CC=C3C)[N:20]=2)[CH2:4][CH2:3][CH2:2]1.NO.Cl, predict the reaction product. The product is: [NH2:25][C:21]1[N:20]=[C:19]([C:6]2[CH:7]=[CH:8][C:9]([OH:11])=[CH:10][C:5]=2[CH:1]2[CH2:4][CH2:3][CH2:2]2)[CH:24]=[CH:23][CH:22]=1. (2) Given the reactants [Br:1][C:2]1[CH:11]=[C:10]2[C:5]([C:6](Cl)=[CH:7][CH:8]=[N:9]2)=[CH:4][CH:3]=1.[O-:13][CH2:14][CH3:15].[Na+].O1CCOCC1, predict the reaction product. The product is: [Br:1][C:2]1[CH:11]=[C:10]2[C:5]([C:6]([O:13][CH2:14][CH3:15])=[CH:7][CH:8]=[N:9]2)=[CH:4][CH:3]=1. (3) Given the reactants Br[C:2]1[CH:3]=[N:4][N:5]([C:7]([CH3:10])([CH3:9])[CH3:8])[CH:6]=1.[CH3:11][C:12]1([CH3:28])[C:16]([CH3:18])([CH3:17])[O:15][B:14]([B:14]2[O:15][C:16]([CH3:18])([CH3:17])[C:12]([CH3:28])([CH3:11])[O:13]2)[O:13]1.C([O-])(=O)C.[K+], predict the reaction product. The product is: [CH3:8][C:7]([N:5]1[CH:6]=[C:2]([B:14]2[O:15][C:16]([CH3:18])([CH3:17])[C:12]([CH3:28])([CH3:11])[O:13]2)[CH:3]=[N:4]1)([CH3:10])[CH3:9]. (4) The product is: [ClH:7].[Cl:7][C:8]1[CH:9]=[CH:10][C:11]([CH2:12][CH2:13][N:14]([CH2:16][CH2:17][N:18]2[C:24]3[CH:25]=[CH:26][CH:27]=[CH:28][C:23]=3[CH2:22][O:21][C:20]3[CH:29]=[CH:30][CH:31]=[CH:32][C:19]2=3)[CH3:15])=[CH:33][CH:34]=1. Given the reactants Cl.C(OCC)C.[Cl:7][C:8]1[CH:34]=[CH:33][C:11]([CH2:12][CH2:13][N:14]([CH2:16][CH2:17][N:18]2[C:24]3[CH:25]=[CH:26][CH:27]=[CH:28][C:23]=3[CH2:22][O:21][C:20]3[CH:29]=[CH:30][CH:31]=[CH:32][C:19]2=3)[CH3:15])=[CH:10][CH:9]=1, predict the reaction product. (5) Given the reactants C(O[C:4]([C:6]1[CH:7]=[C:8]2[C:12](=[CH:13][CH:14]=1)[NH:11][N:10]=[C:9]2[C:15]1[CH:24]=[CH:23][C:22]2[C:17](=[CH:18][C:19]([O:25][CH2:26][CH2:27][N:28]3[CH2:32][CH2:31][CH2:30][CH2:29]3)=[CH:20][CH:21]=2)[CH:16]=1)=[NH:5])C.[CH3:33][C:34]([CH3:41])([CH3:40])[CH2:35][C:36]([NH:38][NH2:39])=O.C(N(CC)CC)C, predict the reaction product. The product is: [CH3:33][C:34]([CH3:41])([CH3:40])[CH2:35][C:36]1[NH:5][C:4]([C:6]2[CH:7]=[C:8]3[C:12](=[CH:13][CH:14]=2)[NH:11][N:10]=[C:9]3[C:15]2[CH:24]=[CH:23][C:22]3[C:17](=[CH:18][C:19]([O:25][CH2:26][CH2:27][N:28]4[CH2:29][CH2:30][CH2:31][CH2:32]4)=[CH:20][CH:21]=3)[CH:16]=2)=[N:39][N:38]=1. (6) Given the reactants [CH2:1]([C:3]1([CH2:25][CH3:26])[C:7](=[O:8])[O:6][CH:5]([CH2:9][CH2:10][N:11]2[CH2:16][CH2:15][N:14]([C:17]3[CH:24]=[CH:23][CH:22]=[CH:21][C:18]=3C#N)[CH2:13][CH2:12]2)[CH2:4]1)[CH3:2].[CH3:27][O:28]C1C=CC=CC=1N1CCNCC1.N1(C2C=CC=CC=2C#N)CCNCC1, predict the reaction product. The product is: [CH2:25]([C:3]1([CH2:1][CH3:2])[CH2:4][CH:5]([CH2:9][CH2:10][N:11]2[CH2:16][CH2:15][N:14]([C:17]3[CH:24]=[CH:23][CH:22]=[CH:21][C:18]=3[O:28][CH3:27])[CH2:13][CH2:12]2)[O:6][C:7]1=[O:8])[CH3:26]. (7) Given the reactants [CH2:1]([O:3][C:4]([C:6]1[NH:7][CH:8]=[C:9]([CH:11]=O)[CH:10]=1)=[O:5])[CH3:2].[NH2:13][C:14]1[CH:19]=[CH:18][CH:17]=[CH:16][CH:15]=1.C([BH3-])#N.[Na+].C([O-])([O-])=O.[K+].[K+], predict the reaction product. The product is: [CH2:1]([O:3][C:4]([C:6]1[NH:7][CH:8]=[C:9]([CH2:11][NH:13][C:14]2[CH:19]=[CH:18][CH:17]=[CH:16][CH:15]=2)[CH:10]=1)=[O:5])[CH3:2].